Dataset: Full USPTO retrosynthesis dataset with 1.9M reactions from patents (1976-2016). Task: Predict the reactants needed to synthesize the given product. (1) Given the product [C:1]([O:5][C:6]([CH:8]1[CH2:13][CH2:12][N:11]([C:14]2[C:24]([C:25]#[N:26])=[CH:23][C:17]([C:18]([O:20][CH2:21][CH3:22])=[O:19])=[C:16]([O:27][CH2:40][CH2:39][CH2:38][C:35](=[O:37])[CH3:36])[N:15]=2)[CH2:10][CH2:9]1)=[O:7])([CH3:4])([CH3:3])[CH3:2], predict the reactants needed to synthesize it. The reactants are: [C:1]([O:5][C:6]([CH:8]1[CH2:13][CH2:12][N:11]([C:14]2[C:24]([C:25]#[N:26])=[CH:23][C:17]([C:18]([O:20][CH2:21][CH3:22])=[O:19])=[C:16]([O:27]S(C(F)(F)F)(=O)=O)[N:15]=2)[CH2:10][CH2:9]1)=[O:7])([CH3:4])([CH3:3])[CH3:2].[C:35]([CH2:38][CH2:39][CH2:40]O)(=[O:37])[CH3:36]. (2) The reactants are: [O:1]1[CH:5]=[CH:4][CH:3]=[C:2]1[CH2:6][NH:7][C:8]([NH2:10])=[S:9].Br[CH2:12][C:13](=O)[C:14]([OH:16])=[O:15]. Given the product [O:1]1[CH:5]=[CH:4][CH:3]=[C:2]1[CH2:6][NH:7][C:8]1[S:9][CH:12]=[C:13]([C:14]([OH:16])=[O:15])[N:10]=1, predict the reactants needed to synthesize it. (3) Given the product [NH2:15][C:13]1[S:14][C:10]([C:8]([N:5]2[CH2:6][CH2:7][N:2]([CH3:1])[CH2:3][CH2:4]2)=[O:9])=[CH:11][N:12]=1, predict the reactants needed to synthesize it. The reactants are: [CH3:1][N:2]1[CH2:7][CH2:6][N:5]([C:8]([C:10]2[S:14][C:13]([NH:15]C(=O)OC(C)(C)C)=[N:12][CH:11]=2)=[O:9])[CH2:4][CH2:3]1.Cl.C(OCC)(=O)C. (4) Given the product [CH2:31]([S:38]([NH:41][C:42]([CH:44]1[CH2:49][CH2:48][N:47]([C:2]2[C:18]([C:19]#[N:20])=[CH:17][C:5]([C:6]([O:8][CH2:9][C:10]3[CH:15]=[CH:14][C:13]([F:16])=[CH:12][CH:11]=3)=[O:7])=[C:4]([CH3:21])[N:3]=2)[CH2:46][CH2:45]1)=[O:43])(=[O:39])=[O:40])[C:32]1[CH:33]=[CH:34][CH:35]=[CH:36][CH:37]=1, predict the reactants needed to synthesize it. The reactants are: Cl[C:2]1[C:18]([C:19]#[N:20])=[CH:17][C:5]([C:6]([O:8][CH2:9][C:10]2[CH:15]=[CH:14][C:13]([F:16])=[CH:12][CH:11]=2)=[O:7])=[C:4]([CH3:21])[N:3]=1.CCN(C(C)C)C(C)C.[CH2:31]([S:38]([NH:41][C:42]([CH:44]1[CH2:49][CH2:48][NH:47][CH2:46][CH2:45]1)=[O:43])(=[O:40])=[O:39])[C:32]1[CH:37]=[CH:36][CH:35]=[CH:34][CH:33]=1.C([O-])(O)=O.[Na+]. (5) Given the product [F:17][CH:2]([F:1])[CH:3]([C:9]1[CH:14]=[CH:13][C:12]([NH2:15])=[C:11]([CH3:16])[CH:10]=1)[C:4]([F:5])([F:6])[F:7], predict the reactants needed to synthesize it. The reactants are: [F:1][CH:2]([F:17])[C:3]([C:9]1[CH:14]=[CH:13][C:12]([NH2:15])=[C:11]([CH3:16])[CH:10]=1)(F)[C:4]([F:7])([F:6])[F:5].[BH4-].[Na+].O.